Predict the reaction yield, written as a fraction of the theoretical maximum amount of product (1.0 means a 100% yield; for example, 0.34 means a 34% yield). From a dataset of Reaction yield outcomes from USPTO patents with 853,638 reactions. (1) The reactants are [Br:1][C:2]1[CH:8]=[CH:7][CH:6]=[CH:5][C:3]=1[NH2:4].C(=O)([O-])[O-].[K+].[K+].Br[CH:16]1[CH2:21][CH2:20][CH2:19][CH:18]=[CH:17]1. The catalyst is CN(C)C=O.C(OCC)(=O)C.C1(C)C=CC=CC=1. The product is [Br:1][C:2]1[CH:8]=[CH:7][CH:6]=[CH:5][C:3]=1[NH:4][CH:21]1[CH2:20][CH2:19][CH2:18][CH:17]=[CH:16]1. The yield is 0.730. (2) The reactants are Cl[C:2]1[N:7]=[CH:6][C:5]([C@@H:8]2[CH2:12][CH2:11][C:10](=[O:13])[CH2:9]2)=[CH:4][CH:3]=1.Cl[Si](C)(C)C.[I-:19].[Na+]. The catalyst is C(#N)CC. The product is [I:19][C:2]1[N:7]=[CH:6][C:5]([C@@H:8]2[CH2:12][CH2:11][C:10](=[O:13])[CH2:9]2)=[CH:4][CH:3]=1. The yield is 0.390. (3) The reactants are [C:1]1([CH2:7][CH2:8][CH2:9][CH:10]2[C:17]3[CH:16]=[C:15]([C:18]([O:20]C)=[O:19])[NH:14][C:13]=3[CH2:12][CH2:11]2)[CH:6]=[CH:5][CH:4]=[CH:3][CH:2]=1.O.[OH-].[Li+]. No catalyst specified. The product is [C:1]1([CH2:7][CH2:8][CH2:9][CH:10]2[C:17]3[CH:16]=[C:15]([C:18]([OH:20])=[O:19])[NH:14][C:13]=3[CH2:12][CH2:11]2)[CH:6]=[CH:5][CH:4]=[CH:3][CH:2]=1. The yield is 0.570. (4) The reactants are [CH3:1][C:2]1[C:3]([C:8]([OH:10])=[O:9])=[N:4][CH:5]=[CH:6][N:7]=1.S(=O)(=O)(O)O.[CH3:16]O. No catalyst specified. The product is [CH3:1][C:2]1[C:3]([C:8]([O:10][CH3:16])=[O:9])=[N:4][CH:5]=[CH:6][N:7]=1. The yield is 0.730. (5) The reactants are [CH3:1][C:2]([CH3:24])([CH3:23])[C:3]([NH:5][C:6]1[N:10]([CH2:11][C:12]2[CH:17]=[CH:16][C:15]([O:18][CH3:19])=[CH:14][CH:13]=2)[N:9]=[CH:8][C:7]=1[C:20]([NH2:22])=[O:21])=O.O. The catalyst is [OH-].[Na+]. The product is [C:2]([C:3]1[NH:22][C:20](=[O:21])[C:7]2[CH:8]=[N:9][N:10]([CH2:11][C:12]3[CH:17]=[CH:16][C:15]([O:18][CH3:19])=[CH:14][CH:13]=3)[C:6]=2[N:5]=1)([CH3:24])([CH3:23])[CH3:1]. The yield is 0.600. (6) The reactants are [CH3:1][C:2]1[CH:7]=[N:6][CH:5]=[CH:4][N:3]=1.C([N-]C(C)C)(C)C.[Li+].[N:16]1([CH2:21][CH2:22][CH2:23][O:24][C:25]2[CH:30]=[CH:29][C:28]([C:31]3([C:37]#[N:38])[CH2:36][CH2:35][O:34][CH2:33][CH2:32]3)=[CH:27][CH:26]=2)[CH2:20][CH2:19][CH2:18][CH2:17]1.O. The catalyst is C1COCC1. The product is [N:16]1([CH2:21][CH2:22][CH2:23][O:24][C:25]2[CH:30]=[CH:29][C:28]([C:31]3([C:37]4[NH:38][C:7]5=[N:6][CH:5]=[CH:4][N:3]=[C:2]5[CH:1]=4)[CH2:32][CH2:33][O:34][CH2:35][CH2:36]3)=[CH:27][CH:26]=2)[CH2:20][CH2:19][CH2:18][CH2:17]1. The yield is 0.0600.